This data is from NCI-60 drug combinations with 297,098 pairs across 59 cell lines. The task is: Regression. Given two drug SMILES strings and cell line genomic features, predict the synergy score measuring deviation from expected non-interaction effect. Cell line: UACC62. Drug 1: C1CCN(CC1)CCOC2=CC=C(C=C2)C(=O)C3=C(SC4=C3C=CC(=C4)O)C5=CC=C(C=C5)O. Synergy scores: CSS=4.60, Synergy_ZIP=1.30, Synergy_Bliss=3.86, Synergy_Loewe=2.04, Synergy_HSA=2.07. Drug 2: C1CC(=O)NC(=O)C1N2C(=O)C3=CC=CC=C3C2=O.